Dataset: Catalyst prediction with 721,799 reactions and 888 catalyst types from USPTO. Task: Predict which catalyst facilitates the given reaction. (1) The catalyst class is: 2. Product: [CH3:32][O:31][C:29](=[O:30])[CH2:28][CH2:27][C:22]1[CH:23]=[CH:24][CH:25]=[CH:26][C:21]=1[O:20][C:17]1[CH:18]=[CH:19][C:14]([CH2:13][CH:9]([NH:8][C:6]([O:5][C:1]([CH3:4])([CH3:3])[CH3:2])=[O:7])[C:10](=[O:11])[N:35]([CH3:36])[CH3:33])=[CH:15][CH:16]=1. Reactant: [C:1]([O:5][C:6]([NH:8][CH:9]([CH2:13][C:14]1[CH:19]=[CH:18][C:17]([O:20][C:21]2[CH:26]=[CH:25][CH:24]=[CH:23][C:22]=2[CH2:27][CH2:28][C:29]([O:31][CH3:32])=[O:30])=[CH:16][CH:15]=1)[C:10](O)=[O:11])=[O:7])([CH3:4])([CH3:3])[CH3:2].[CH2:33]([N:35](CC)[CH2:36]C)C.F[P-](F)(F)(F)(F)F.N1(O[P+](N(C)C)(N(C)C)N(C)C)C2C=CC=CC=2N=N1.CNC. (2) Reactant: [Br:1][C:2]1[CH:10]=[CH:9][CH:8]=[C:7]2[C:3]=1[C:4]([CH:11]=[O:12])=[CH:5][NH:6]2.[H-].[Na+].[Cl:15][CH2:16][CH2:17]I.C(OCC)(=O)C. Product: [Br:1][C:2]1[CH:10]=[CH:9][CH:8]=[C:7]2[C:3]=1[C:4]([CH:11]=[O:12])=[CH:5][N:6]2[CH2:17][CH2:16][Cl:15]. The catalyst class is: 9. (3) Reactant: C([NH:4][C@@:5]1([C:22](NC(C)(C)C)=[O:23])[CH2:9][CH2:8][CH2:7][C@H:6]1[CH2:10][CH2:11][CH2:12][B:13]1[O:17]C(C)(C)C(C)(C)[O:14]1)(=O)C.[OH2:29]. Product: [NH2:4][C@@:5]1([C:22]([OH:23])=[O:29])[CH2:9][CH2:8][CH2:7][C@H:6]1[CH2:10][CH2:11][CH2:12][B:13]([OH:14])[OH:17]. The catalyst class is: 33. (4) Reactant: [NH2:1][C:2]1[CH:7]=[CH:6][CH:5]=[CH:4][N:3]=1.[N:8]1[CH:13]=[CH:12][CH:11]=[CH:10][C:9]=1[CH:14]=O. Product: [N:8]1[CH:13]=[CH:12][CH:11]=[CH:10][C:9]=1[CH2:14][NH:1][C:2]1[CH:7]=[CH:6][CH:5]=[CH:4][N:3]=1. The catalyst class is: 11. (5) Reactant: [OH:1][C:2]1[CH:10]=[CH:9][C:8]([OH:11])=[CH:7][C:3]=1[C:4]([OH:6])=[O:5].[O:12]1[CH2:16][CH2:15][CH2:14][CH:13]1[C:17]([O:19][CH2:20][CH2:21][CH2:22][CH2:23][CH2:24][CH2:25][CH2:26][CH2:27]Cl)=[O:18].[I-].[K+].C(#N)C. Product: [OH:1][C:2]1[CH:10]=[CH:9][C:8]([OH:11])=[CH:7][C:3]=1[C:4]([O:6][CH2:27][CH2:26][CH2:25][CH2:24][CH2:23][CH2:22][CH2:21][CH2:20][O:19][C:17]([CH:13]1[CH2:14][CH2:15][CH2:16][O:12]1)=[O:18])=[O:5]. The catalyst class is: 6.